Task: Predict the reactants needed to synthesize the given product.. Dataset: Full USPTO retrosynthesis dataset with 1.9M reactions from patents (1976-2016) (1) Given the product [CH3:1][N:2]1[C:6](=[O:7])[CH:5]=[CH:4][C:3]1=[O:8].[C:9]([O:13][C:14]([CH:16]1[CH2:21][CH:20]2[CH2:22][CH:17]1[CH:18]=[CH:19]2)=[O:15])([CH3:12])([CH3:10])[CH3:11], predict the reactants needed to synthesize it. The reactants are: [CH3:1][N:2]1[C:6](=[O:7])[CH:5]=[CH:4][C:3]1=[O:8].[C:9]([O:13][C:14]([CH:16]1[CH2:21][CH:20]2[CH2:22][CH:17]1[CH:18]=[CH:19]2)=[O:15])([CH3:12])([CH3:11])[CH3:10].CC(N=NC(C#N)(C)C)(C#N)C. (2) Given the product [CH2:1]([N:5]([CH2:15][C:16]1[CH:17]=[CH:18][C:19]([C:20]([NH:22][OH:23])=[O:21])=[CH:24][CH:25]=1)[C:6]([NH:8][C:9]1[CH:64]=[C:59]2[C:60]([CH:55]=[N:56][NH:58]2)=[CH:61][CH:62]=1)=[O:7])[CH2:2][CH2:3][CH3:4], predict the reactants needed to synthesize it. The reactants are: [CH2:1]([N:5]([CH2:15][C:16]1[CH:25]=[CH:24][C:19]([C:20]([NH:22][OH:23])=[O:21])=[CH:18][CH:17]=1)[C:6]([NH:8][C:9]1N=CC=CN=1)=[O:7])[CH2:2][CH2:3][CH3:4].C(N(CC1C=CC(C(NO)=O)=CC=1)C(NN(C)C)=O)CCC.N1C=CC=NC=1N.[CH3:55][N:56]([NH:58][C:59]1[CH:64]=C[CH:62]=[CH:61][CH:60]=1)C.